Predict the reaction yield, written as a fraction of the theoretical maximum amount of product (1.0 means a 100% yield; for example, 0.34 means a 34% yield). From a dataset of Reaction yield outcomes from USPTO patents with 853,638 reactions. (1) The reactants are [NH2:1][C:2]1[CH:10]=[C:9]([O:11][CH2:12][C:13]2[CH:18]=[CH:17][CH:16]=[CH:15][CH:14]=2)[C:8]([O:19][CH3:20])=[CH:7][C:3]=1[C:4]([NH2:6])=[O:5].[CH3:21]N(C=NC=[N+](C)C)C.[Cl-].C([O-])(=O)C.[Na+].C(O)(=O)C. The catalyst is O1CCOCC1. The product is [CH2:12]([O:11][C:9]1[CH:10]=[C:2]2[C:3]([C:4](=[O:5])[NH:6][CH:21]=[N:1]2)=[CH:7][C:8]=1[O:19][CH3:20])[C:13]1[CH:14]=[CH:15][CH:16]=[CH:17][CH:18]=1. The yield is 0.840. (2) The reactants are COP([CH2:7][C:8](=[O:16])[C:9]([F:15])([F:14])[CH2:10][CH2:11][CH2:12][CH3:13])(=O)OC.[H-].[Li+].[C:19]([O:22][C@@H:23]1[C@H:27]([CH2:28][CH2:29][CH2:30][CH2:31][CH2:32][CH2:33][C:34]([O:36][CH3:37])=[O:35])[C@@H:26]([CH:38]=O)[C@H:25]([O:40][CH:41]2[CH2:46][CH2:45][CH2:44][CH2:43][O:42]2)[CH2:24]1)(=[O:21])[CH3:20].O. The catalyst is COC(C)(C)C. The product is [C:19]([O:22][C@@H:23]1[C@H:27]([CH2:28][CH2:29][CH2:30][CH2:31][CH2:32][CH2:33][C:34]([O:36][CH3:37])=[O:35])[C@@H:26](/[CH:38]=[CH:7]/[C:8](=[O:16])[C:9]([F:14])([F:15])[CH2:10][CH2:11][CH2:12][CH3:13])[C@H:25]([O:40][CH:41]2[CH2:46][CH2:45][CH2:44][CH2:43][O:42]2)[CH2:24]1)(=[O:21])[CH3:20]. The yield is 0.213. (3) The reactants are Br[C:2]1[CH:3]=[C:4]2[C:9](=[CH:10][CH:11]=1)[O:8][C:7](=[O:12])[CH2:6][C:5]2([CH3:14])[CH3:13].[CH2:15]([O:17][P:18]([CH2:23][PH:24]([O:26][CH2:27][CH3:28])=[O:25])(=[O:22])[O:19][CH2:20][CH3:21])[CH3:16].C(N(CC)CC)C. The catalyst is C(#N)C.C1C=CC([P]([Pd]([P](C2C=CC=CC=2)(C2C=CC=CC=2)C2C=CC=CC=2)([P](C2C=CC=CC=2)(C2C=CC=CC=2)C2C=CC=CC=2)[P](C2C=CC=CC=2)(C2C=CC=CC=2)C2C=CC=CC=2)(C2C=CC=CC=2)C2C=CC=CC=2)=CC=1. The product is [CH2:27]([O:26][P:24]([CH2:23][P:18]([O:17][CH2:15][CH3:16])([O:19][CH2:20][CH3:21])=[O:22])([C:2]1[CH:3]=[C:4]2[C:9](=[CH:10][CH:11]=1)[O:8][C:7](=[O:12])[CH2:6][C:5]2([CH3:14])[CH3:13])=[O:25])[CH3:28]. The yield is 0.730. (4) The catalyst is CN(C=O)C.O. The yield is 0.310. The reactants are Br.[CH2:2]([C:4]1[N:5]=[C:6]([C@@H:9]([NH2:20])[CH2:10][C:11]2[CH:16]=[CH:15][C:14]([N+:17]([O-:19])=[O:18])=[CH:13][CH:12]=2)[S:7][CH:8]=1)[CH3:3].[CH2:21]([CH:28]([C:32]([O:34][CH2:35][CH3:36])=[O:33])[C:29](O)=[O:30])[C:22]1[CH:27]=[CH:26][CH:25]=[CH:24][CH:23]=1.ON1C2C=CC=CC=2N=N1.CN(C)CCCN=C=NCC.C(N(C(C)C)CC)(C)C. The product is [CH2:35]([O:34][C:32](=[O:33])[CH:28]([CH2:21][C:22]1[CH:27]=[CH:26][CH:25]=[CH:24][CH:23]=1)[C:29]([NH:20][C@H:9]([C:6]1[S:7][CH:8]=[C:4]([CH2:2][CH3:3])[N:5]=1)[CH2:10][C:11]1[CH:16]=[CH:15][C:14]([N+:17]([O-:19])=[O:18])=[CH:13][CH:12]=1)=[O:30])[CH3:36]. (5) The reactants are [C:1]([C:5]1[CH:24]=[C:8]2[N:9]=[C:10]([CH3:23])[C:11]([CH:14]([CH2:19][CH2:20][O:21][CH3:22])[C:15]([O:17][CH3:18])=[O:16])=[C:12](Cl)[N:7]2[N:6]=1)([CH3:4])([CH3:3])[CH3:2].B(O)(O)[C:26]1[CH:27]=[CH:28][C:29]([CH3:32])=[CH:30][CH:31]=1.C(N(C(C)C)CC)(C)C. The catalyst is COCCOC.O. The product is [C:1]([C:5]1[CH:24]=[C:8]2[N:9]=[C:10]([CH3:23])[C:11]([CH:14]([CH2:19][CH2:20][O:21][CH3:22])[C:15]([O:17][CH3:18])=[O:16])=[C:12]([C:26]3[CH:31]=[CH:30][C:29]([CH3:32])=[CH:28][CH:27]=3)[N:7]2[N:6]=1)([CH3:4])([CH3:3])[CH3:2]. The yield is 0.830. (6) The product is [Br:2][C:3]1[CH:4]=[C:5]2[C:9]([CH2:8][C:7]3([CH2:12][CH2:13][C:14]([F:17])([F:18])[CH2:15][CH2:16]3)[C:6]2=[NH:19])=[CH:10][CH:11]=1. The catalyst is O1CCOCC1. The yield is 0.990. The reactants are Cl.[Br:2][C:3]1[CH:4]=[C:5]2[C:9](=[CH:10][CH:11]=1)[CH2:8][C:7]1([CH2:16][CH2:15][C:14]([F:18])([F:17])[CH2:13][CH2:12]1)[C:6]2=[N:19]S(C(C)(C)C)=O.CCOCC. (7) The reactants are [Br:1][CH:2]([C:4]1[C:5](=O)[NH:6][C:7]2[C:12]([N:13]=1)=[CH:11][CH:10]=[C:9]([F:14])[CH:8]=2)[CH3:3].P(Cl)(Cl)([Cl:18])=O. No catalyst specified. The product is [Br:1][CH:2]([C:4]1[C:5]([Cl:18])=[N:6][C:7]2[C:12](=[CH:11][CH:10]=[C:9]([F:14])[CH:8]=2)[N:13]=1)[CH3:3]. The yield is 0.928.